Dataset: Forward reaction prediction with 1.9M reactions from USPTO patents (1976-2016). Task: Predict the product of the given reaction. Given the reactants [CH3:1][C:2]1([C:17]([O:19]CC)=[O:18])[CH2:7][CH2:6][CH2:5][N:4]([C:8]2[CH:13]=[CH:12][C:11]([N+:14]([O-:16])=[O:15])=[CH:10][CH:9]=2)[CH2:3]1.[Li+].[OH-].Cl, predict the reaction product. The product is: [CH3:1][C:2]1([C:17]([OH:19])=[O:18])[CH2:7][CH2:6][CH2:5][N:4]([C:8]2[CH:9]=[CH:10][C:11]([N+:14]([O-:16])=[O:15])=[CH:12][CH:13]=2)[CH2:3]1.